Dataset: Forward reaction prediction with 1.9M reactions from USPTO patents (1976-2016). Task: Predict the product of the given reaction. Given the reactants [C:1]([O:5][C:6](=[O:19])[NH:7][C:8]1[CH:13]=[C:12]([N:14]([CH3:16])[CH3:15])[C:11]([F:17])=[CH:10][C:9]=1[NH2:18])([CH3:4])([CH3:3])[CH3:2].C([O:24][C:25](=O)[CH2:26][C:27](=[O:47])[C:28]1[CH:33]=[CH:32][CH:31]=[C:30]([N:34]2[C:38]([CH2:39][O:40][CH:41]3[CH2:46][CH2:45][CH2:44][CH2:43][O:42]3)=[CH:37][N:36]=[N:35]2)[CH:29]=1)(C)(C)C, predict the reaction product. The product is: [C:1]([O:5][C:6](=[O:19])[NH:7][C:8]1[CH:13]=[C:12]([N:14]([CH3:16])[CH3:15])[C:11]([F:17])=[CH:10][C:9]=1[NH:18][C:25](=[O:24])[CH2:26][C:27](=[O:47])[C:28]1[CH:33]=[CH:32][CH:31]=[C:30]([N:34]2[C:38]([CH2:39][O:40][CH:41]3[CH2:46][CH2:45][CH2:44][CH2:43][O:42]3)=[CH:37][N:36]=[N:35]2)[CH:29]=1)([CH3:4])([CH3:2])[CH3:3].